Task: Regression. Given a peptide amino acid sequence and an MHC pseudo amino acid sequence, predict their binding affinity value. This is MHC class I binding data.. Dataset: Peptide-MHC class I binding affinity with 185,985 pairs from IEDB/IMGT (1) The binding affinity (normalized) is 0.221. The peptide sequence is VTVLDVGDAY. The MHC is Mamu-A02 with pseudo-sequence Mamu-A02. (2) The peptide sequence is DEFVADIPS. The MHC is HLA-B57:01 with pseudo-sequence HLA-B57:01. The binding affinity (normalized) is 0.0847. (3) The peptide sequence is KINNNRIVAM. The MHC is HLA-A02:06 with pseudo-sequence HLA-A02:06. The binding affinity (normalized) is 0.255. (4) The peptide sequence is RVRAAMKPI. The MHC is HLA-A31:01 with pseudo-sequence HLA-A31:01. The binding affinity (normalized) is 0.246. (5) The peptide sequence is ETDDYMFFV. The MHC is HLA-B18:01 with pseudo-sequence HLA-B18:01. The binding affinity (normalized) is 0.0847. (6) The peptide sequence is FLTSVINRV. The MHC is HLA-B07:02 with pseudo-sequence HLA-B07:02. The binding affinity (normalized) is 0. (7) The peptide sequence is ETPHLMGWDY. The MHC is HLA-A01:01 with pseudo-sequence HLA-A01:01. The binding affinity (normalized) is 0.473.